Dataset: Catalyst prediction with 721,799 reactions and 888 catalyst types from USPTO. Task: Predict which catalyst facilitates the given reaction. (1) Reactant: Br[C:2]1[C:3](=[O:9])[NH:4][NH:5][C:6](=[O:8])[CH:7]=1.[N:10]1[CH:15]=[CH:14][C:13](B(O)O)=[CH:12][CH:11]=1.C(=O)([O-])[O-].[Na+].[Na+]. Product: [N:10]1[CH:15]=[CH:14][C:13]([C:2]2[C:3](=[O:9])[NH:4][NH:5][C:6](=[O:8])[CH:7]=2)=[CH:12][CH:11]=1. The catalyst class is: 564. (2) Product: [OH:6][C:7]1[C:12]2[O:13][CH:14]=[CH:15][C:11]=2[C:10]([O:16][CH2:17][C:18]([O:20][CH2:21][CH3:22])=[O:19])=[CH:9][CH:8]=1. The catalyst class is: 4. Reactant: B(Br)(Br)Br.C[O:6][C:7]1[C:12]2[O:13][CH:14]=[CH:15][C:11]=2[C:10]([O:16][CH2:17][C:18]([O:20][CH2:21][CH3:22])=[O:19])=[CH:9][CH:8]=1.O. (3) Reactant: [NH2:1][CH2:2][CH2:3][N:4]1[C:8]([CH3:10])([CH3:9])[C:7](=[O:11])[NH:6][C:5]1=[O:12].CO.C(N(CC)C(C)C)(C)C.[CH2:24]([C:31]1[S:35][C:34]([C:36]2[CH:41]=[CH:40][N:39]=[C:38](Cl)[N:37]=2)=[CH:33][CH:32]=1)[C:25]1[CH:30]=[CH:29][CH:28]=[CH:27][CH:26]=1. Product: [CH2:24]([C:31]1[S:35][C:34]([C:36]2[CH:41]=[CH:40][N:39]=[C:38]([NH:1][CH2:2][CH2:3][N:4]3[C:8]([CH3:9])([CH3:10])[C:7](=[O:11])[NH:6][C:5]3=[O:12])[N:37]=2)=[CH:33][CH:32]=1)[C:25]1[CH:26]=[CH:27][CH:28]=[CH:29][CH:30]=1. The catalyst class is: 41. (4) Reactant: C(OC([N:8]1[C@H:13]([C:14](=[O:25])[NH:15][C@H:16]2[CH2:18][C@@H:17]2[C:19]2[CH:24]=[CH:23][CH:22]=[CH:21][CH:20]=2)[CH2:12][C@@H:11]2[C@H:9]1[CH2:10]2)=O)(C)(C)C.[C:26]([OH:32])([C:28]([F:31])([F:30])[F:29])=[O:27]. Product: [F:29][C:28]([F:31])([F:30])[C:26]([OH:32])=[O:27].[C:19]1([C@H:17]2[CH2:18][C@@H:16]2[NH:15][C:14]([C@@H:13]2[CH2:12][C@@H:11]3[C@@H:9]([CH2:10]3)[NH:8]2)=[O:25])[CH:24]=[CH:23][CH:22]=[CH:21][CH:20]=1. The catalyst class is: 2. (5) Reactant: ClC(Cl)(Cl)[C:3]([NH:5][C:6]1[CH:11]=[CH:10][C:9]([C:12](=[O:20])[C:13]2[CH:18]=[CH:17][C:16]([CH3:19])=[CH:15][CH:14]=2)=[CH:8][C:7]=1[C:21](=O)[C:22]1[CH:27]=[CH:26][CH:25]=[C:24]([Cl:28])[CH:23]=1)=[O:4].[NH4+:32].C([O-])(=O)C. Product: [Cl:28][C:24]1[CH:23]=[C:22]([C:21]2[C:7]3[C:6](=[CH:11][CH:10]=[C:9]([C:12](=[O:20])[C:13]4[CH:14]=[CH:15][C:16]([CH3:19])=[CH:17][CH:18]=4)[CH:8]=3)[NH:5][C:3](=[O:4])[N:32]=2)[CH:27]=[CH:26][CH:25]=1. The catalyst class is: 16. (6) Reactant: [CH3:1][C:2]1[CH:7]=[C:6]([CH3:8])[CH:5]=[C:4]([CH3:9])[C:3]=1[NH2:10].[C:11](Cl)(=[O:13])[CH3:12].CCN(CC)CC. Product: [CH3:1][C:2]1[CH:7]=[C:6]([CH3:8])[CH:5]=[C:4]([CH3:9])[C:3]=1[NH:10][C:11](=[O:13])[CH3:12]. The catalyst class is: 2. (7) Reactant: [N:1]1([CH2:5][C:6]2[N:10]([CH2:11]C)[N:9]=[C:8]([N+:13]([O-])=O)[CH:7]=2)[CH2:4][CH2:3][CH2:2]1. Product: [N:1]1([CH2:5][C:6]2[N:10]([CH3:11])[N:9]=[C:8]([NH2:13])[CH:7]=2)[CH2:4][CH2:3][CH2:2]1. The catalyst class is: 8.